This data is from Full USPTO retrosynthesis dataset with 1.9M reactions from patents (1976-2016). The task is: Predict the reactants needed to synthesize the given product. (1) Given the product [Br-:9].[Cl:11][CH2:10][N+:1]12[CH2:8][CH2:7][N:4]([CH2:5][CH2:6]1)[CH2:3][CH2:2]2, predict the reactants needed to synthesize it. The reactants are: [N:1]12[CH2:8][CH2:7][N:4]([CH2:5][CH2:6]1)[CH2:3][CH2:2]2.[Br:9][CH2:10][Cl:11]. (2) Given the product [NH2:1][C:2]1[S:3][C:4]2[C:9]([NH:10][C@@H:11]([CH2:12][OH:13])[CH2:14][CH:15]([CH3:16])[CH3:17])=[N:8][C:7]([S:18][C@@H:21]([C:23]3[CH:24]=[C:25]([CH:29]=[CH:30][CH:31]=3)[C:26]([NH2:28])=[O:27])[CH3:22])=[N:6][C:5]=2[N:19]=1, predict the reactants needed to synthesize it. The reactants are: [NH2:1][C:2]1[S:3][C:4]2[C:9]([NH:10][C@H:11]([CH2:14][CH:15]([CH3:17])[CH3:16])[CH2:12][OH:13])=[N:8][C:7]([SH:18])=[N:6][C:5]=2[N:19]=1.Cl[CH:21]([C:23]1[CH:24]=[C:25]([CH:29]=[CH:30][CH:31]=1)[C:26]([NH2:28])=[O:27])[CH3:22]. (3) Given the product [CH2:1]([NH:8][C:9]([NH:11][N:12]([CH2:14][C:15]([NH:18][C@H:19]([C:32]([N:34]([C@@H:46]([CH3:54])[CH:47]([O:48][CH2:49][CH3:50])[O:51][CH2:52][CH3:53])[CH2:35][C:36]1[CH:37]=[CH:38][CH:39]=[C:40]2[C:45]=1[N:44]=[CH:43][CH:42]=[CH:41]2)=[O:33])[CH2:20][CH2:21][CH2:22][CH2:23][NH:24][C:25](=[O:31])[O:26][C:27]([CH3:30])([CH3:28])[CH3:29])=[O:17])[CH3:13])=[O:10])[C:2]1[CH:3]=[CH:4][CH:5]=[CH:6][CH:7]=1, predict the reactants needed to synthesize it. The reactants are: [CH2:1]([NH:8][C:9]([NH:11][N:12]([CH2:14][C:15]([OH:17])=O)[CH3:13])=[O:10])[C:2]1[CH:7]=[CH:6][CH:5]=[CH:4][CH:3]=1.[NH2:18][C@H:19]([C:32]([N:34]([C@@H:46]([CH3:54])[CH:47]([O:51][CH2:52][CH3:53])[O:48][CH2:49][CH3:50])[CH2:35][C:36]1[CH:37]=[CH:38][CH:39]=[C:40]2[C:45]=1[N:44]=[CH:43][CH:42]=[CH:41]2)=[O:33])[CH2:20][CH2:21][CH2:22][CH2:23][NH:24][C:25](=[O:31])[O:26][C:27]([CH3:30])([CH3:29])[CH3:28]. (4) Given the product [Cl:1][C:2]1[N:11]=[CH:10][C:9]2[N:8]([CH2:12][C:13]([F:16])([F:15])[F:14])[C:7](=[O:17])[C:6]3([CH3:24])[CH2:18][O:19][CH2:20][CH2:21][N:5]3[C:4]=2[N:3]=1, predict the reactants needed to synthesize it. The reactants are: [Cl:1][C:2]1[N:11]=[CH:10][C:9]2[N:8]([CH2:12][C:13]([F:16])([F:15])[F:14])[C:7](=[O:17])[CH:6]3[CH2:18][O:19][CH2:20][CH2:21][N:5]3[C:4]=2[N:3]=1.IC.[CH3:24]C([O-])(C)C.[Na+]. (5) Given the product [Cl:1][C:2]1[CH:3]=[CH:4][C:5]2[N:11]3[C:37]([CH:38]([CH3:40])[CH3:39])=[N:13][N:12]=[C:10]3[CH:9]([CH2:14][C:15]3[O:16][C:17]([CH2:20][CH2:21][C:22]([O:24][CH3:25])=[O:23])=[CH:18][N:19]=3)[CH2:8][CH:7]([C:26]3[CH:31]=[CH:30][CH:29]=[C:28]([O:32][CH3:33])[C:27]=3[O:34][CH3:35])[C:6]=2[CH:36]=1, predict the reactants needed to synthesize it. The reactants are: [Cl:1][C:2]1[CH:3]=[CH:4][C:5]2[NH:11]/[C:10](=[N:12]\[NH2:13])/[CH:9]([CH2:14][C:15]3[O:16][C:17]([CH2:20][CH2:21][C:22]([O:24][CH3:25])=[O:23])=[CH:18][N:19]=3)[CH2:8][CH:7]([C:26]3[CH:31]=[CH:30][CH:29]=[C:28]([O:32][CH3:33])[C:27]=3[O:34][CH3:35])[C:6]=2[CH:36]=1.[C:37](O[C:37](=O)[CH:38]([CH3:40])[CH3:39])(=O)[CH:38]([CH3:40])[CH3:39].C(O)(=O)C(C)C.C1(C)C=CC=CC=1. (6) Given the product [NH2:22][C:3]1[C:2]([C:35]2[CH:34]=[C:33]([NH:37][C:38](=[O:41])[CH2:39][CH3:40])[CH:32]=[CH:31][CH:36]=2)=[C:7]([O:8][C:9]2[CH:14]=[CH:13][C:12]([O:15][C:16]3[CH:21]=[CH:20][CH:19]=[CH:18][CH:17]=3)=[CH:11][CH:10]=2)[N:6]=[CH:5][N:4]=1, predict the reactants needed to synthesize it. The reactants are: Br[C:2]1[C:3]([NH2:22])=[N:4][CH:5]=[N:6][C:7]=1[O:8][C:9]1[CH:14]=[CH:13][C:12]([O:15][C:16]2[CH:21]=[CH:20][CH:19]=[CH:18][CH:17]=2)=[CH:11][CH:10]=1.CC1(C)C(C)(C)OB([C:31]2[CH:32]=[C:33]([NH:37][C:38](=[O:41])[CH2:39][CH3:40])[CH:34]=[CH:35][CH:36]=2)O1. (7) Given the product [CH3:22][O:21][C:18]1[CH:19]=[C:20]2[C:15](=[CH:16][C:17]=1[O:23][CH2:24][CH2:25][O:26][CH3:27])[N:14]=[CH:13][N:12]=[C:11]2[NH:10][C:6]1[C:7]([CH:8]=[C:2]([N:28]2[CH2:33][CH2:32][CH2:31][CH2:30][CH2:29]2)[C:3](=[O:4])[CH:5]=1)=[O:9], predict the reactants needed to synthesize it. The reactants are: Cl[C:2]1[C:3]([CH:5]=[C:6]([NH:10][C:11]2[C:20]3[C:15](=[CH:16][C:17]([O:23][CH2:24][CH2:25][O:26][CH3:27])=[C:18]([O:21][CH3:22])[CH:19]=3)[N:14]=[CH:13][N:12]=2)[C:7](=[O:9])[CH:8]=1)=[O:4].[NH:28]1[CH2:33][CH2:32][CH2:31][CH2:30][CH2:29]1.